From a dataset of Full USPTO retrosynthesis dataset with 1.9M reactions from patents (1976-2016). Predict the reactants needed to synthesize the given product. Given the product [C:1]([S:4][CH2:5][C:6]([CH2:15][CH2:14][CH2:16][CH3:17])([CH2:9]/[CH:10]=[CH:11]/[CH3:12])[CH:7]=[O:8])(=[O:3])[CH3:2], predict the reactants needed to synthesize it. The reactants are: [C:1]([S:4][CH2:5][CH:6]([CH2:9][CH2:10][CH2:11][CH3:12])[CH:7]=[O:8])(=[O:3])[CH3:2].O[CH:14]([CH:16]=[CH2:17])[CH3:15].C1(C)C=CC(S([O-])(=O)=O)=CC=1.[NH+]1C=CC=CC=1.